Regression. Given two drug SMILES strings and cell line genomic features, predict the synergy score measuring deviation from expected non-interaction effect. From a dataset of NCI-60 drug combinations with 297,098 pairs across 59 cell lines. (1) Drug 1: CNC(=O)C1=NC=CC(=C1)OC2=CC=C(C=C2)NC(=O)NC3=CC(=C(C=C3)Cl)C(F)(F)F. Drug 2: C1CNP(=O)(OC1)N(CCCl)CCCl. Cell line: HCT116. Synergy scores: CSS=2.34, Synergy_ZIP=2.96, Synergy_Bliss=6.56, Synergy_Loewe=1.92, Synergy_HSA=1.51. (2) Synergy scores: CSS=60.9, Synergy_ZIP=10.5, Synergy_Bliss=11.4, Synergy_Loewe=-2.12, Synergy_HSA=11.7. Drug 1: CC12CCC(CC1=CCC3C2CCC4(C3CC=C4C5=CN=CC=C5)C)O. Drug 2: CCC1(CC2CC(C3=C(CCN(C2)C1)C4=CC=CC=C4N3)(C5=C(C=C6C(=C5)C78CCN9C7C(C=CC9)(C(C(C8N6C=O)(C(=O)OC)O)OC(=O)C)CC)OC)C(=O)OC)O.OS(=O)(=O)O. Cell line: K-562. (3) Drug 1: CC1=C(C=C(C=C1)NC(=O)C2=CC=C(C=C2)CN3CCN(CC3)C)NC4=NC=CC(=N4)C5=CN=CC=C5. Drug 2: CC1=C(C(=CC=C1)Cl)NC(=O)C2=CN=C(S2)NC3=CC(=NC(=N3)C)N4CCN(CC4)CCO. Cell line: SNB-19. Synergy scores: CSS=-4.75, Synergy_ZIP=5.57, Synergy_Bliss=6.01, Synergy_Loewe=-5.20, Synergy_HSA=-4.64. (4) Cell line: NCI-H460. Synergy scores: CSS=45.3, Synergy_ZIP=-6.97, Synergy_Bliss=-4.95, Synergy_Loewe=-2.80, Synergy_HSA=0.136. Drug 1: CC(CN1CC(=O)NC(=O)C1)N2CC(=O)NC(=O)C2. Drug 2: CCC1=C2CN3C(=CC4=C(C3=O)COC(=O)C4(CC)O)C2=NC5=C1C=C(C=C5)O.